This data is from Full USPTO retrosynthesis dataset with 1.9M reactions from patents (1976-2016). The task is: Predict the reactants needed to synthesize the given product. (1) Given the product [Br:1][C:2]1[N:7]=[C:6]([C@@H:8]([NH:10][C:25]([C:24]2[N:29]([CH2:28][CH2:27][OH:26])[C:30](=[O:31])[C:21]([N:19]3[CH:20]=[C:16]([CH3:15])[N:17]=[CH:18]3)=[CH:22][CH:23]=2)=[O:32])[CH3:9])[CH:5]=[CH:4][CH:3]=1, predict the reactants needed to synthesize it. The reactants are: [Br:1][C:2]1[N:7]=[C:6]([C@@H:8]([NH2:10])[CH3:9])[CH:5]=[CH:4][CH:3]=1.C[Al](C)C.[CH3:15][C:16]1[N:17]=[CH:18][N:19]([C:21]2[C:30](=[O:31])[N:29]3[C:24]([C:25](=[O:32])[O:26][CH2:27][CH2:28]3)=[CH:23][CH:22]=2)[CH:20]=1. (2) Given the product [CH3:11][O:12][C:13]1[CH:18]=[CH:17][C:16]2[CH2:8][C@H:3]3[C@@H:2]([C:15]=2[C:14]=1[CH3:28])[CH2:7][CH2:6][CH2:5][NH:4]3, predict the reactants needed to synthesize it. The reactants are: Br[C:2]1[C:3]([C:8](O)=O)=[N:4][CH:5]=[CH:6][CH:7]=1.[CH3:11][O:12][C:13]1[C:14]([CH3:28])=[C:15](B2OC(C)(C)C(C)(C)O2)[CH:16]=[CH:17][CH:18]=1. (3) Given the product [C:29]([OH:36])(=[O:35])[CH2:30][CH2:31][C:32]([OH:34])=[O:33].[CH3:3][CH:2]([CH2:4][CH2:5][CH2:6][C@H:7]([C@@H:9]1[C@:26]2([CH3:27])[C@H:12]([C@H:13]3[C@H:23]([CH2:24][CH2:25]2)[C@:21]2([CH3:22])[C@H:16]([CH2:17][C@@H:18]([OH:28])[CH2:19][CH2:20]2)[CH2:15][CH2:14]3)[CH2:11][CH2:10]1)[CH3:8])[CH3:1].[CH3:3][CH:2]([CH2:4][CH2:5][CH2:6][C@H:7]([C@@H:9]1[C@:26]2([CH3:27])[C@H:12]([C@H:13]3[C@H:23]([CH2:24][CH2:25]2)[C@:21]2([CH3:22])[C@H:16]([CH2:17][C@@H:18]([OH:28])[CH2:19][CH2:20]2)[CH2:15][CH2:14]3)[CH2:11][CH2:10]1)[CH3:8])[CH3:1], predict the reactants needed to synthesize it. The reactants are: [CH3:1][CH:2]([CH2:4][CH2:5][CH2:6][C@H:7]([C@@H:9]1[C@:26]2([CH3:27])[C@H:12]([C@H:13]3[C@H:23]([CH2:24][CH2:25]2)[C@:21]2([CH3:22])[C@H:16]([CH2:17][C@@H:18]([OH:28])[CH2:19][CH2:20]2)[CH2:15][CH2:14]3)[CH2:11][CH2:10]1)[CH3:8])[CH3:3].[C:29]([O:36]C(C)(C)C)(=[O:35])[CH2:30][CH2:31][C:32]([O-:34])=[O:33].CCN=C=NCCCN(C)C.Cl. (4) Given the product [Cl:1][C:2]1[CH:3]=[C:4]([N:12]([CH2:25][CH3:26])[C@H:13]2[CH2:14][CH2:15][C@H:16]([N:19]([CH2:21][CH2:22][O:23][CH3:24])[CH3:20])[CH2:17][CH2:18]2)[C:5]([CH3:11])=[C:6]([CH:10]=1)[C:7]([NH:67][CH2:66][C:63]1[C:62]([O:68][CH3:69])=[N:61][N:60]([CH2:58][CH3:59])[C:64]=1[CH3:65])=[O:9], predict the reactants needed to synthesize it. The reactants are: [Cl:1][C:2]1[CH:3]=[C:4]([N:12]([CH2:25][CH3:26])[C@H:13]2[CH2:18][CH2:17][C@H:16]([N:19]([CH2:21][CH2:22][O:23][CH3:24])[CH3:20])[CH2:15][CH2:14]2)[C:5]([CH3:11])=[C:6]([CH:10]=1)[C:7]([OH:9])=O.CN(C(ON1N=NC2C=CC=CC1=2)=[N+](C)C)C.[B-](F)(F)(F)F.CCN(C(C)C)C(C)C.[CH2:58]([N:60]1[C:64]([CH3:65])=[C:63]([CH2:66][NH2:67])[C:62]([O:68][CH3:69])=[N:61]1)[CH3:59].